From a dataset of Forward reaction prediction with 1.9M reactions from USPTO patents (1976-2016). Predict the product of the given reaction. (1) Given the reactants C[Al](C)C.[CH3:5][NH2:6].[CH3:7][C:8]1[CH:17]=[CH:16][C:15]2[C:10](=[CH:11][CH:12]=[CH:13][C:14]=2[CH:18]2[CH2:23][CH2:22][N:21]([CH2:24][CH2:25][C:26]3[CH:35]=[CH:34][CH:33]=[C:32]4[C:27]=3[CH:28]=[CH:29][C:30]3[N:31]4[CH:36]=[N:37][C:38]=3[C:39](OCC)=O)[CH2:20][CH2:19]2)[N:9]=1.[OH-:44].[Na+].[ClH:46], predict the reaction product. The product is: [ClH:46].[ClH:46].[CH3:5][NH:6][C:39]([C:38]1[N:37]=[CH:36][N:31]2[C:32]3[C:27](=[C:26]([CH2:25][CH2:24][N:21]4[CH2:22][CH2:23][CH:18]([C:14]5[CH:13]=[CH:12][CH:11]=[C:10]6[C:15]=5[CH:16]=[CH:17][C:8]([CH3:7])=[N:9]6)[CH2:19][CH2:20]4)[CH:35]=[CH:34][CH:33]=3)[CH:28]=[CH:29][C:30]=12)=[O:44]. (2) Given the reactants N[C:2]1[C:3]2[C:4]3[C:5](=[CH:13][N:14]([C@@H:16]4[O:22][C@H:21]([CH2:23][OH:24])[C@@H:19]([OH:20])[C@@:17]4([CH3:25])[OH:18])[N:15]=2)[CH:6]=[CH:7][C:8]=3[C:9](=[O:12])[NH:10][N:11]=1.N([O-])=[O:27].[Na+], predict the reaction product. The product is: [CH3:25][C@@:17]1([OH:18])[C@H:19]([OH:20])[C@@H:21]([CH2:23][OH:24])[O:22][C@H:16]1[N:14]1[CH2:13][C:5]2=[CH:6][CH:7]=[C:8]3[C:9](=[O:12])[NH:10][NH:11][C:2](=[O:27])[C:3](=[C:4]23)[NH:15]1. (3) Given the reactants [Cl:1][C:2]1[CH:3]=[C:4]([CH:9]2[CH2:13][CH2:12][O:11][C:10]2=[O:14])[CH:5]=[CH:6][C:7]=1[Cl:8].[H-].[Na+].I[CH3:18].[NH4+].[Cl-], predict the reaction product. The product is: [Cl:1][C:2]1[CH:3]=[C:4]([C:9]2([CH3:18])[CH2:13][CH2:12][O:11][C:10]2=[O:14])[CH:5]=[CH:6][C:7]=1[Cl:8].